Predict the product of the given reaction. From a dataset of Forward reaction prediction with 1.9M reactions from USPTO patents (1976-2016). (1) The product is: [F:9][C:3]1[CH:4]=[C:5]([F:8])[CH:6]=[CH:7][C:2]=1[C:18]([CH:20]([N:22]1[C:30]2[C:25](=[CH:26][CH:27]=[CH:28][CH:29]=2)[CH:24]=[CH:23]1)[CH3:21])=[O:17]. Given the reactants Br[C:2]1[CH:7]=[CH:6][C:5]([F:8])=[CH:4][C:3]=1[F:9].C([Li])CCC.C([O:17][C:18]([CH:20]([N:22]1[C:30]2[C:25](=[CH:26][CH:27]=[CH:28][CH:29]=2)[CH:24]=[CH:23]1)[CH3:21])=O)C.[Cl-].[NH4+], predict the reaction product. (2) Given the reactants [C:1]([NH:5][C:6]1[C:7]([NH:26]CC2C=CC(OC)=CC=2OC)=[N:8][C:9]2[C:14]([N:15]=1)=[C:13]([C:16]1[NH:24][C:23]3[CH2:22][CH2:21][NH:20][C:19](=[O:25])[C:18]=3[CH:17]=1)[CH:12]=[CH:11][CH:10]=2)([CH3:4])([CH3:3])[CH3:2].C(O)(C(F)(F)F)=O, predict the reaction product. The product is: [NH2:26][C:7]1[C:6]([NH:5][C:1]([CH3:4])([CH3:3])[CH3:2])=[N:15][C:14]2[C:9](=[CH:10][CH:11]=[CH:12][C:13]=2[C:16]2[NH:24][C:23]3[CH2:22][CH2:21][NH:20][C:19](=[O:25])[C:18]=3[CH:17]=2)[N:8]=1. (3) Given the reactants [CH2:1]([O:3][C:4](=[O:17])[CH2:5][S:6]([C:9]1[CH:14]=[CH:13][C:12]([O:15][CH3:16])=[CH:11][CH:10]=1)(=[O:8])=[O:7])[CH3:2].[CH:18](Br)=[CH:19][C:20](=[CH2:22])[CH3:21].C1OCCOCCOCCOCCOCCOC1.C([O-])([O-])=O.[K+].[K+], predict the reaction product. The product is: [CH2:1]([O:3][C:4](=[O:17])[CH:5]([S:6]([C:9]1[CH:14]=[CH:13][C:12]([O:15][CH3:16])=[CH:11][CH:10]=1)(=[O:7])=[O:8])[CH2:18][CH:19]=[C:20]([CH3:22])[CH3:21])[CH3:2]. (4) Given the reactants [CH3:1][C:2](C)([O-])C.[K+].[F:7][C:8]1[C:13]([F:14])=[C:12]([O:15][CH2:16][CH2:17][CH3:18])[CH:11]=[CH:10][C:9]=1[C:19]1[CH:24]=[CH:23][C:22]([C:25]2[Se:29][C:28]([CH:30]=O)=[CH:27][CH:26]=2)=[CH:21][CH:20]=1.O.Cl, predict the reaction product. The product is: [F:7][C:8]1[C:13]([F:14])=[C:12]([O:15][CH2:16][CH2:17][CH3:18])[CH:11]=[CH:10][C:9]=1[C:19]1[CH:20]=[CH:21][C:22]([C:25]2[Se:29][C:28]([CH:30]=[CH:1][CH3:2])=[CH:27][CH:26]=2)=[CH:23][CH:24]=1.